This data is from Catalyst prediction with 721,799 reactions and 888 catalyst types from USPTO. The task is: Predict which catalyst facilitates the given reaction. (1) Reactant: [CH:1]12[CH2:9][CH2:8][CH:5]([CH2:6][CH2:7]1)[CH2:4][N:3]([C:10]([CH2:12][N:13]1[C:19]3[C:20]([Cl:24])=[CH:21][CH:22]=[CH:23][C:18]=3[C:17]([C:25]3[CH:30]=[CH:29][CH:28]=[CH:27][C:26]=3[F:31])=[N:16][CH:15]([NH:32]C(OC(C)(C)C)=O)[C:14]1=[O:40])=[O:11])[CH2:2]2.Cl.C(=O)(O)[O-].[Na+]. Product: [NH2:32][CH:15]1[N:16]=[C:17]([C:25]2[CH:30]=[CH:29][CH:28]=[CH:27][C:26]=2[F:31])[C:18]2[CH:23]=[CH:22][CH:21]=[C:20]([Cl:24])[C:19]=2[N:13]([CH2:12][C:10]([N:3]2[CH2:4][CH:5]3[CH2:8][CH2:9][CH:1]([CH2:7][CH2:6]3)[CH2:2]2)=[O:11])[C:14]1=[O:40]. The catalyst class is: 13. (2) Reactant: [CH3:1][O:2][C:3]1[CH:8]=[CH:7][C:6]([CH:9]2[CH2:14][CH2:13][CH:12]([CH2:15][CH2:16][OH:17])[CH2:11][CH2:10]2)=[CH:5][CH:4]=1.C(=O)(O)[O-].[Na+].CC(OI1(OC(C)=O)(OC(C)=O)OC(=O)C2C=CC=CC1=2)=O. Product: [CH3:1][O:2][C:3]1[CH:8]=[CH:7][C:6]([CH:9]2[CH2:14][CH2:13][CH:12]([CH2:15][CH:16]=[O:17])[CH2:11][CH2:10]2)=[CH:5][CH:4]=1. The catalyst class is: 4. (3) The catalyst class is: 5. Reactant: CC(C)([S@@]([NH:6][C@:7]([C:20]1[CH:25]=[CH:24][CH:23]=[CH:22][CH:21]=1)([CH3:19])[CH2:8][C:9]([NH:11][C:12]1[CH:13]=[C:14]([CH3:18])[CH:15]=[CH:16][CH:17]=1)=[O:10])=O)C.Cl.O1CCOCC1. Product: [NH2:6][C@:7]([C:20]1[CH:25]=[CH:24][CH:23]=[CH:22][CH:21]=1)([CH3:19])[CH2:8][C:9]([NH:11][C:12]1[CH:13]=[C:14]([CH3:18])[CH:15]=[CH:16][CH:17]=1)=[O:10].